From a dataset of Forward reaction prediction with 1.9M reactions from USPTO patents (1976-2016). Predict the product of the given reaction. (1) Given the reactants [NH2:1][C:2]1[CH:7]=[CH:6][CH:5]=[C:4]([S:8]([CH3:10])=[O:9])[C:3]=1[OH:11].[C:12](=S)(OCC)[S-:13].[K+].Cl, predict the reaction product. The product is: [SH:13][C:12]1[O:11][C:3]2[C:4]([S:8]([CH3:10])=[O:9])=[CH:5][CH:6]=[CH:7][C:2]=2[N:1]=1. (2) Given the reactants C([O:3][C:4](=[O:39])[CH2:5][O:6][C:7]1[CH:12]=[CH:11][C:10]([S:13][C:14]2[CH:19]=[C:18]([O:20][CH2:21][CH:22]3[CH2:27][CH2:26][N:25]([CH3:28])[CH2:24][CH2:23]3)[CH:17]=[C:16]([C:29]#[C:30][C:31]3[CH:36]=[CH:35][C:34]([Cl:37])=[CH:33][CH:32]=3)[CH:15]=2)=[CH:9][C:8]=1[Cl:38])C.[OH-].[Na+].Cl, predict the reaction product. The product is: [Cl:38][C:8]1[CH:9]=[C:10]([S:13][C:14]2[CH:19]=[C:18]([O:20][CH2:21][CH:22]3[CH2:23][CH2:24][N:25]([CH3:28])[CH2:26][CH2:27]3)[CH:17]=[C:16]([C:29]#[C:30][C:31]3[CH:36]=[CH:35][C:34]([Cl:37])=[CH:33][CH:32]=3)[CH:15]=2)[CH:11]=[CH:12][C:7]=1[O:6][CH2:5][C:4]([OH:39])=[O:3]. (3) Given the reactants [CH:1]([N:4]1[C:12]2[C:7](=[C:8]([NH2:15])[CH:9]=[CH:10][C:11]=2[O:13][CH3:14])[CH:6]=[CH:5]1)([CH3:3])[CH3:2].[C:16](N1C=CN=C1)(N1C=CN=C1)=[S:17], predict the reaction product. The product is: [CH:1]([N:4]1[C:12]2[C:7](=[C:8]([N:15]=[C:16]=[S:17])[CH:9]=[CH:10][C:11]=2[O:13][CH3:14])[CH:6]=[CH:5]1)([CH3:3])[CH3:2]. (4) Given the reactants C([O:8][C@H:9]([C:11]1[N:15]([CH2:16][CH2:17][CH3:18])[C:14](=[O:19])[N:13]([CH2:20][C:21]2[CH:26]=[CH:25][C:24]([CH3:27])=[CH:23][CH:22]=2)[N:12]=1)[CH3:10])C1C=CC=CC=1.C(O)(=O)C, predict the reaction product. The product is: [OH:8][C@H:9]([C:11]1[N:15]([CH2:16][CH2:17][CH3:18])[C:14](=[O:19])[N:13]([CH2:20][C:21]2[CH:22]=[CH:23][C:24]([CH3:27])=[CH:25][CH:26]=2)[N:12]=1)[CH3:10]. (5) Given the reactants [Cl:1][C:2]1[CH:7]=[CH:6][C:5](/[N:8]=[CH:9]/[C:10]2[CH:15]=[CH:14][CH:13]=[C:12]([N+:16]([O-:18])=[O:17])[CH:11]=2)=[CH:4][CH:3]=1.[CH2:19]=[C:20]([CH3:22])[CH3:21].B(F)(F)F.CCOCC.C(#N)C, predict the reaction product. The product is: [Cl:1][C:2]1[CH:3]=[C:4]2[C:5](=[CH:6][CH:7]=1)[NH:8][CH:9]([C:10]1[CH:15]=[CH:14][CH:13]=[C:12]([N+:16]([O-:18])=[O:17])[CH:11]=1)[CH2:19][C:20]2([CH3:22])[CH3:21]. (6) Given the reactants [Br:1][C:2]1[CH:3]=[C:4]([CH:8]=[C:9]([S:12]([N:15]2[CH2:20][CH2:19][O:18][CH2:17][CH2:16]2)(=[O:14])=[O:13])[C:10]=1F)[C:5]([OH:7])=[O:6], predict the reaction product. The product is: [Br:1][C:2]1[CH:3]=[C:4]([CH:8]=[C:9]([S:12]([N:15]2[CH2:20][CH2:19][O:18][CH2:17][CH2:16]2)(=[O:14])=[O:13])[C:10]=1[NH:15][CH2:16][CH2:17][O:18][CH3:19])[C:5]([OH:7])=[O:6]. (7) Given the reactants Br[C:2]1[CH:10]=[CH:9][C:8]([O:11][CH3:12])=[CH:7][C:3]=1[C:4]([OH:6])=[O:5].C([Li])CCC.CON(C)[C:21]([CH:23]1[CH2:28][CH2:27][O:26][CH2:25][CH2:24]1)=[O:22], predict the reaction product. The product is: [CH3:12][O:11][C:8]1[CH:9]=[CH:10][C:2]([C:21]([CH:23]2[CH2:28][CH2:27][O:26][CH2:25][CH2:24]2)=[O:22])=[C:3]([CH:7]=1)[C:4]([OH:6])=[O:5]. (8) Given the reactants [Cl:1][C:2]1[CH:3]=[C:4]([CH:8]=[CH:9][CH:10]=1)[C:5]([NH2:7])=[NH:6].[Cl:11][C:12]1[CH:23]=[C:22]([Cl:24])[CH:21]=[CH:20][C:13]=1[CH:14]=[C:15]([C:18]#[N:19])[C:16]#[N:17], predict the reaction product. The product is: [NH2:19][CH2:18][C:15]1[C:16]([NH2:17])=[N:6][C:5]([C:4]2[CH:8]=[CH:9][CH:10]=[C:2]([Cl:1])[CH:3]=2)=[N:7][C:14]=1[C:13]1[CH:20]=[CH:21][C:22]([Cl:24])=[CH:23][C:12]=1[Cl:11]. (9) Given the reactants N1C(C([O-])=O)=C[N:4]=[C:3]([C:10]([O:12][CH2:13][CH3:14])=[O:11])[CH:2]=1.[OH-:15].[Na+], predict the reaction product. The product is: [CH2:13]([O:12][C:10]([C:3]1[N:4]=[N:4][C:3]([C:10]([OH:11])=[O:15])=[CH:2][CH:2]=1)=[O:11])[CH3:14].